This data is from Forward reaction prediction with 1.9M reactions from USPTO patents (1976-2016). The task is: Predict the product of the given reaction. (1) Given the reactants [Cl-].O[NH3+:3].[C:4](=[O:7])([O-])[OH:5].[Na+].CS(C)=O.[CH2:13]([C:17]1[N:18]([CH2:34][C:35]2[CH:40]=[CH:39][C:38]([C:41]3[C:42]([C:47]#[N:48])=[CH:43][CH:44]=[CH:45][CH:46]=3)=[CH:37][C:36]=2[F:49])[C:19](=[O:33])[C:20]([C:24]2[CH:25]=[CH:26][C:27]3[O:31][CH2:30][CH2:29][C:28]=3[CH:32]=2)=[C:21]([CH3:23])[N:22]=1)[CH2:14][CH2:15][CH3:16], predict the reaction product. The product is: [CH2:13]([C:17]1[N:18]([CH2:34][C:35]2[CH:40]=[CH:39][C:38]([C:41]3[CH:46]=[CH:45][CH:44]=[CH:43][C:42]=3[C:47]3[NH:3][C:4](=[O:7])[O:5][N:48]=3)=[CH:37][C:36]=2[F:49])[C:19](=[O:33])[C:20]([C:24]2[CH:25]=[CH:26][C:27]3[O:31][CH2:30][CH2:29][C:28]=3[CH:32]=2)=[C:21]([CH3:23])[N:22]=1)[CH2:14][CH2:15][CH3:16]. (2) Given the reactants [CH3:1][C:2]1[O:6][C:5]([C:7]2[CH:12]=[CH:11][CH:10]=[CH:9][CH:8]=2)=[N:4][C:3]=1/[CH:13]=[CH:14]/[C:15]1[CH:20]=[CH:19][C:18]([CH2:21][OH:22])=[CH:17][CH:16]=1.O[C:24]1[CH:29]=[CH:28][CH:27]=[CH:26][C:25]=1[CH2:30][C:31]([O:33][CH3:34])=[O:32].C1(P(C2C=CC=CC=2)C2C=CC=CC=2)C=CC=CC=1.N(C(OCC)=O)=NC(OCC)=O, predict the reaction product. The product is: [CH3:1][C:2]1[O:6][C:5]([C:7]2[CH:8]=[CH:9][CH:10]=[CH:11][CH:12]=2)=[N:4][C:3]=1/[CH:13]=[CH:14]/[C:15]1[CH:16]=[CH:17][C:18]([CH2:21][O:22][C:24]2[CH:29]=[CH:28][CH:27]=[CH:26][C:25]=2[CH2:30][C:31]([O:33][CH3:34])=[O:32])=[CH:19][CH:20]=1. (3) Given the reactants [F:1][C:2]1[CH:7]=[CH:6][CH:5]=[CH:4][C:3]=1[N:8]([CH2:31][CH2:32][C:33]([O:35][CH2:36][CH3:37])=[O:34])[C:9]([C:11]1[CH:30]=[CH:29][C:14]2[N:15]([CH3:28])[C:16]([CH2:18][NH:19][C:20]3[CH:25]=[CH:24][C:23]([C:26]#[N:27])=[CH:22][CH:21]=3)=[N:17][C:13]=2[CH:12]=1)=[O:10].[ClH:38].C(O)C.C(=O)([O-])[O-].[NH4+:46].[NH4+], predict the reaction product. The product is: [ClH:38].[F:1][C:2]1[CH:7]=[CH:6][CH:5]=[CH:4][C:3]=1[N:8]([CH2:31][CH2:32][C:33]([O:35][CH2:36][CH3:37])=[O:34])[C:9]([C:11]1[CH:30]=[CH:29][C:14]2[N:15]([CH3:28])[C:16]([CH2:18][NH:19][C:20]3[CH:25]=[CH:24][C:23]([C:26](=[NH:46])[NH2:27])=[CH:22][CH:21]=3)=[N:17][C:13]=2[CH:12]=1)=[O:10]. (4) Given the reactants [OH:1][C:2]1[CH2:7][C:6]([CH:16]([CH3:18])[CH3:17])([CH2:8][CH2:9][C:10]2[CH:15]=[CH:14][N:13]=[CH:12][CH:11]=2)[O:5][C:4](=[O:19])[CH:3]=1.[C:20]([C:24]1[CH:29]=[C:28]([CH2:30][OH:31])[C:27]([CH3:32])=[CH:26][C:25]=1[S:33]S(C1C=CC(C)=CC=1)(=O)=O)([CH3:23])([CH3:22])[CH3:21].C(=O)([O-])[O-].[K+].[K+], predict the reaction product. The product is: [C:20]([C:24]1[CH:29]=[C:28]([CH2:30][OH:31])[C:27]([CH3:32])=[CH:26][C:25]=1[S:33][C:3]1[C:4](=[O:19])[O:5][C:6]([CH:16]([CH3:17])[CH3:18])([CH2:8][CH2:9][C:10]2[CH:15]=[CH:14][N:13]=[CH:12][CH:11]=2)[CH2:7][C:2]=1[OH:1])([CH3:23])([CH3:22])[CH3:21]. (5) Given the reactants [Mg+2].[Cl-].[Cl-].[CH2:4]=[O:5].[F:6][C:7]1[CH:12]=[CH:11][CH:10]=[CH:9][C:8]=1[OH:13], predict the reaction product. The product is: [F:6][C:7]1[C:8]([OH:13])=[C:9]([CH:10]=[CH:11][CH:12]=1)[CH:4]=[O:5]. (6) Given the reactants C(O[C:5](=[O:7])[CH3:6])(=O)C.[CH2:8]([N:11]1[C:19](=[O:20])[C:18]2[C:13](=[N:14][C:15]([NH:21][C:22]3[CH:27]=[CH:26][C:25]([N:28]4[CH2:33][CH2:32][N:31]([CH3:34])[CH2:30][CH2:29]4)=[CH:24][CH:23]=3)=[N:16][CH:17]=2)[N:12]1[C:35]1[CH:40]=[CH:39][CH:38]=[C:37]([NH2:41])[N:36]=1)[CH:9]=[CH2:10], predict the reaction product. The product is: [CH2:8]([N:11]1[C:19](=[O:20])[C:18]2[C:13](=[N:14][C:15]([NH:21][C:22]3[CH:23]=[CH:24][C:25]([N:28]4[CH2:29][CH2:30][N:31]([CH3:34])[CH2:32][CH2:33]4)=[CH:26][CH:27]=3)=[N:16][CH:17]=2)[N:12]1[C:35]1[N:36]=[C:37]([NH:41][C:5](=[O:7])[CH3:6])[CH:38]=[CH:39][CH:40]=1)[CH:9]=[CH2:10]. (7) Given the reactants C[C:2]([N:5]([C@H:9]1[CH2:13][C:12](=[O:14])[N:11]([CH3:15])[CH2:10]1)C(=O)[O-])([CH3:4])[CH3:3].[Cl:16][C:17]1C=C(F)C=[CH:21][C:18]=1[C:19]#[N:20].C([O-])(O)=O.[Na+], predict the reaction product. The product is: [Cl:16][C:17]1[CH:3]=[C:2]([NH:5][C@H:9]2[CH2:13][C:12](=[O:14])[N:11]([CH3:15])[CH2:10]2)[CH:4]=[CH:21][C:18]=1[C:19]#[N:20]. (8) Given the reactants Cl[C:2]1[CH:3]=[C:4]([CH:9]=[C:10]([CH3:12])[N:11]=1)[C:5]([O:7][CH3:8])=[O:6].[CH3:13][N:14](C=O)C, predict the reaction product. The product is: [C:13]([C:2]1[CH:3]=[C:4]([CH:9]=[C:10]([CH3:12])[N:11]=1)[C:5]([O:7][CH3:8])=[O:6])#[N:14].